This data is from Forward reaction prediction with 1.9M reactions from USPTO patents (1976-2016). The task is: Predict the product of the given reaction. (1) Given the reactants [CH2:1]([C:5]1[CH:10]=[CH:9][C:8]([CH:11]([CH3:24])[C:12]([O:14][C:15]2[CH:20]=[CH:19][C:18]([C:21](=O)[NH2:22])=[CH:17][CH:16]=2)=[O:13])=[CH:7][CH:6]=1)[CH:2]([CH3:4])[CH3:3].COC1C=CC2C(=CC=C(C(C)C(OC3C=CC(C4[S:48]SC(=S)C=4)=CC=3)=O)C=2)C=1.COC1C=CC(P2(SP(C3C=CC(OC)=CC=3)(=S)S2)=S)=CC=1, predict the reaction product. The product is: [CH2:1]([C:5]1[CH:10]=[CH:9][C:8]([CH:11]([CH3:24])[C:12]([O:14][C:15]2[CH:20]=[CH:19][C:18]([C:21](=[S:48])[NH2:22])=[CH:17][CH:16]=2)=[O:13])=[CH:7][CH:6]=1)[CH:2]([CH3:4])[CH3:3]. (2) Given the reactants C([O:8][C:9]1[CH:14]=[C:13]([C:15]([OH:30])([CH:20]([C:22]2[CH:27]=[CH:26][C:25]([Cl:28])=[CH:24][C:23]=2[Cl:29])[CH3:21])[C:16]([F:19])([F:18])[F:17])[CH:12]=[CH:11][N:10]=1)C1C=CC=CC=1, predict the reaction product. The product is: [Cl:29][C:23]1[CH:24]=[C:25]([Cl:28])[CH:26]=[CH:27][C:22]=1[CH:20]([CH3:21])[C:15]([C:13]1[CH:12]=[CH:11][NH:10][C:9](=[O:8])[CH:14]=1)([OH:30])[C:16]([F:19])([F:18])[F:17]. (3) Given the reactants [Si]([O:8][C@H:9]([C:45]1[CH:54]=[CH:53][C:52]([OH:55])=[C:51]2[C:46]=1[CH:47]=[CH:48][C:49](=[O:56])[NH:50]2)[CH2:10][NH:11][CH2:12][CH2:13][CH2:14][CH2:15][CH2:16][CH2:17][CH2:18][CH2:19][CH2:20][N:21]([CH3:44])[C@H:22]1[C@H:26]2[CH2:27][CH2:28][C@@H:23]1[C@H:24]([O:29][C:30](=[O:43])[C:31]([OH:42])([C:37]1[S:38][CH:39]=[CH:40][CH:41]=1)[C:32]1[S:33][CH:34]=[CH:35][CH:36]=1)[CH2:25]2)(C(C)(C)C)(C)C.F.F.F.C(N(CC)CC)C.C([O-])(O)=O.[Na+], predict the reaction product. The product is: [OH:8][C@H:9]([C:45]1[CH:54]=[CH:53][C:52]([OH:55])=[C:51]2[C:46]=1[CH:47]=[CH:48][C:49](=[O:56])[NH:50]2)[CH2:10][NH:11][CH2:12][CH2:13][CH2:14][CH2:15][CH2:16][CH2:17][CH2:18][CH2:19][CH2:20][N:21]([CH3:44])[C@H:22]1[C@H:26]2[CH2:27][CH2:28][C@@H:23]1[C@H:24]([O:29][C:30](=[O:43])[C:31]([OH:42])([C:32]1[S:33][CH:34]=[CH:35][CH:36]=1)[C:37]1[S:38][CH:39]=[CH:40][CH:41]=1)[CH2:25]2. (4) Given the reactants [Br:1][C:2]1[CH:19]=[CH:18][CH:17]=[CH:16][C:3]=1[CH2:4][N:5]1[CH:10]=[CH:9][CH:8]=[C:7]([C:11]([O:13]C)=[O:12])[C:6]1=[O:15].[OH-].[Na+], predict the reaction product. The product is: [Br:1][C:2]1[CH:19]=[CH:18][CH:17]=[CH:16][C:3]=1[CH2:4][N:5]1[CH:10]=[CH:9][CH:8]=[C:7]([C:11]([OH:13])=[O:12])[C:6]1=[O:15]. (5) The product is: [CH3:41][S:38]([C:35]1[CH:36]=[CH:37][C:32]([C:2]2[CH:3]=[C:4]3[C:8](=[CH:9][CH:10]=2)[N:7]([CH:11]2[CH2:16][CH2:15][N:14]([C:17]([O:19][C:20]([CH3:23])([CH3:21])[CH3:22])=[O:18])[CH2:13][CH2:12]2)[N:6]=[CH:5]3)=[CH:33][CH:34]=1)(=[O:40])=[O:39]. Given the reactants Br[C:2]1[CH:3]=[C:4]2[C:8](=[CH:9][CH:10]=1)[N:7]([CH:11]1[CH2:16][CH2:15][N:14]([C:17]([O:19][C:20]([CH3:23])([CH3:22])[CH3:21])=[O:18])[CH2:13][CH2:12]1)[N:6]=[CH:5]2.CC1(C)C(C)(C)OB([C:32]2[CH:37]=[CH:36][C:35]([S:38]([CH3:41])(=[O:40])=[O:39])=[CH:34][CH:33]=2)O1, predict the reaction product. (6) Given the reactants C(N(CC)CC)C.[C:8](Cl)(=[O:10])[CH3:9].[Br:12][C:13]1[CH:21]=[CH:20][C:16]([CH2:17][NH:18][CH3:19])=[CH:15][CH:14]=1, predict the reaction product. The product is: [Br:12][C:13]1[CH:21]=[CH:20][C:16]([CH2:17][N:18]([CH3:19])[C:8](=[O:10])[CH3:9])=[CH:15][CH:14]=1. (7) Given the reactants C([N:8]1[CH2:13][CH2:12][O:11][C@H:10]([O:14][CH2:15][C:16]2[CH:21]=[C:20]([Cl:22])[CH:19]=[C:18]([Cl:23])[CH:17]=2)[C@@H:9]1[C:24]1[CH:29]=[CH:28][CH:27]=[CH:26][CH:25]=1)C1C=CC=CC=1.ClC(OC(Cl)C)=O, predict the reaction product. The product is: [Cl:23][C:18]1[CH:17]=[C:16]([CH:21]=[C:20]([Cl:22])[CH:19]=1)[CH2:15][O:14][C@H:10]1[O:11][CH2:12][CH2:13][NH:8][C@H:9]1[C:24]1[CH:29]=[CH:28][CH:27]=[CH:26][CH:25]=1.